From a dataset of Reaction yield outcomes from USPTO patents with 853,638 reactions. Predict the reaction yield, written as a fraction of the theoretical maximum amount of product (1.0 means a 100% yield; for example, 0.34 means a 34% yield). (1) The yield is 0.580. The product is [C:1]([C:5]1[CH:6]=[CH:7][C:8]([CH2:9][N:10]([CH2:11][CH3:12])[C:26](=[O:28])[CH2:25][O:24][C:23]2[CH:22]=[CH:21][C:20]([CH2:19][C@H:18]([O:17][CH2:15][CH3:16])[C:31]([O:33][CH2:34][CH3:35])=[O:32])=[CH:30][CH:29]=2)=[CH:13][CH:14]=1)([CH3:3])([CH3:2])[CH3:4]. The catalyst is C(Cl)Cl. The reactants are [C:1]([C:5]1[CH:14]=[CH:13][C:8]([CH2:9][NH:10][CH2:11][CH3:12])=[CH:7][CH:6]=1)([CH3:4])([CH3:3])[CH3:2].[CH2:15]([O:17][C@H:18]([C:31]([O:33][CH2:34][CH3:35])=[O:32])[CH2:19][C:20]1[CH:30]=[CH:29][C:23]([O:24][CH2:25][C:26]([OH:28])=O)=[CH:22][CH:21]=1)[CH3:16].C(N(CC)C(C)C)(C)C.F[B-](F)(F)F.N1(OC(N(C)C)=[N+](C)C)C2C=CC=CC=2N=N1. (2) The product is [C:1]([C:5]1[N:10]=[CH:9][N:8]=[C:7]([NH:11][C:12](=[O:13])[NH:14][C:15]2[CH:20]=[CH:19][C:18]([O:21][C:22]3[CH:27]=[CH:26][N:25]=[C:24]([C:28]([NH2:29])=[O:32])[CH:23]=3)=[CH:17][C:16]=2[F:30])[CH:6]=1)([CH3:4])([CH3:2])[CH3:3]. The yield is 0.430. The reactants are [C:1]([C:5]1[N:10]=[CH:9][N:8]=[C:7]([NH:11][C:12]([NH:14][C:15]2[CH:20]=[CH:19][C:18]([O:21][C:22]3[CH:27]=[CH:26][N:25]=[C:24]([C:28]#[N:29])[CH:23]=3)=[CH:17][C:16]=2[F:30])=[O:13])[CH:6]=1)([CH3:4])([CH3:3])[CH3:2].C([O-])([O-])=[O:32].C([O-])([O-])=O.OO.OO.OO.[Na+].[Na+].[Na+].[Na+]. The catalyst is CC(C)=O.O. (3) The reactants are [CH3:1][O:2][CH:3]([O:14][CH3:15])[C:4](=O)[CH2:5][C:6](=O)[C:7]([O:9][CH2:10][CH3:11])=[O:8].[CH3:16][NH:17][NH2:18]. The catalyst is C(O)C.C(OCC)C. The product is [CH3:1][O:2][CH:3]([O:14][CH3:15])[C:4]1[CH:5]=[C:6]([C:7]([O:9][CH2:10][CH3:11])=[O:8])[N:17]([CH3:16])[N:18]=1. The yield is 0.230. (4) The reactants are [CH3:1][CH:2]([N:4]1[C:12](/[CH:13]=[CH:14]/[C@H:15]([OH:24])[CH2:16][C@H:17]([OH:23])[CH2:18][C:19]([O:21]C)=[O:20])=[C:11]([C:25]2[CH:30]=[CH:29][C:28]([F:31])=[CH:27][CH:26]=2)[C:10]2[C:5]1=[CH:6][CH:7]=[CH:8][CH:9]=2)[CH3:3].[OH-].[Na+:33].C(#N)C. The catalyst is CO. The product is [CH3:3][CH:2]([N:4]1[C:12](/[CH:13]=[CH:14]/[CH:15]([OH:24])[CH2:16][CH:17]([OH:23])[CH2:18][C:19]([O-:21])=[O:20])=[C:11]([C:25]2[CH:26]=[CH:27][C:28]([F:31])=[CH:29][CH:30]=2)[C:10]2[CH:9]=[CH:8][CH:7]=[CH:6][C:5]1=2)[CH3:1].[Na+:33]. The yield is 0.834. (5) The reactants are N1(OC(N(C)C)=[N+](C)C)C2N=CC=CC=2N=N1.F[P-](F)(F)(F)(F)F.[C:25]([N:32]1[CH2:37][CH2:36][O:35][CH2:34][C@H:33]1[C:38]([OH:40])=O)([O:27]C(C)(C)C)=[O:26].C(N(CC)C(C)C)(C)C.[NH2:50][CH2:51][C:52]1[CH:53]=[C:54]([CH2:58][N:59]2[C:67]3[C:62](=[C:63]([OH:68])[CH:64]=[CH:65][CH:66]=3)[C:61]([NH:69][S:70]([C:73]3[S:74][C:75]([Cl:78])=[CH:76][CH:77]=3)(=[O:72])=[O:71])=[N:60]2)[CH:55]=[CH:56][CH:57]=1. The catalyst is CN(C)C=O. The product is [CH:25]([OH:27])=[O:26].[Cl:78][C:75]1[S:74][C:73]([S:70]([NH:69][C:61]2[C:62]3[C:67](=[CH:66][CH:65]=[CH:64][C:63]=3[OH:68])[N:59]([CH2:58][C:54]3[CH:53]=[C:52]([CH2:51][NH:50][C:38]([C@@H:33]4[CH2:34][O:35][CH2:36][CH2:37][NH:32]4)=[O:40])[CH:57]=[CH:56][CH:55]=3)[N:60]=2)(=[O:71])=[O:72])=[CH:77][CH:76]=1. The yield is 0.190. (6) The reactants are [N:1]1([C:6]([C:8]2[CH:9]=[C:10]([NH:21][C:22]3[C:31]4[C:26](=[CH:27][C:28]([Cl:32])=[CH:29][CH:30]=4)[N:25]=[CH:24][CH:23]=3)[CH:11]=[C:12]([C:14]([N:16]3[CH2:20][CH2:19][CH2:18][CH2:17]3)=O)[CH:13]=2)=O)[CH2:5][CH2:4][CH2:3][CH2:2]1.[H-].[H-].[H-].[H-].[Li+].[Al+3].C(OCC)(=O)C. The yield is 0.0500. The product is [N:1]1([CH2:6][C:8]2[CH:9]=[C:10]([NH:21][C:22]3[C:31]4[C:26](=[CH:27][C:28]([Cl:32])=[CH:29][CH:30]=4)[N:25]=[CH:24][CH:23]=3)[CH:11]=[C:12]([CH2:14][N:16]3[CH2:17][CH2:18][CH2:19][CH2:20]3)[CH:13]=2)[CH2:5][CH2:4][CH2:3][CH2:2]1. The catalyst is C1COCC1. (7) The reactants are [CH2:1]([NH2:8])[C:2]1[CH:7]=[CH:6][CH:5]=[CH:4][CH:3]=1.[F:9][C:10]([F:15])([F:14])[CH:11]1[O:13][CH2:12]1. No catalyst specified. The product is [C:2]1([CH2:1][N:8]([CH2:12][CH:11]([OH:13])[C:10]([F:15])([F:14])[F:9])[CH2:12][CH:11]([OH:13])[C:10]([F:15])([F:14])[F:9])[CH:7]=[CH:6][CH:5]=[CH:4][CH:3]=1. The yield is 0.430. (8) The reactants are [Br:1][C:2]1[CH:11]=[CH:10][C:9]([CH:12]=[N:13]O)=[C:8]2[C:3]=1[CH:4]=[N:5][CH:6]=[N:7]2.C(P1(=O)OP(=O)(CCC)OP(=O)(CCC)O1)CC.O. The catalyst is CN(C=O)C. The product is [Br:1][C:2]1[CH:11]=[CH:10][C:9]([C:12]#[N:13])=[C:8]2[C:3]=1[CH:4]=[N:5][CH:6]=[N:7]2. The yield is 0.596. (9) The reactants are [F:1][C:2]1[CH:7]=[CH:6][C:5]([N:8]2[CH:12]=[C:11]([C:13]([O:15]CC)=[O:14])[C:10]([C:18]([F:21])([F:20])[F:19])=[N:9]2)=[CH:4][CH:3]=1.[OH-].[Na+]. The catalyst is CCO.C1COCC1. The product is [F:1][C:2]1[CH:7]=[CH:6][C:5]([N:8]2[CH:12]=[C:11]([C:13]([OH:15])=[O:14])[C:10]([C:18]([F:20])([F:19])[F:21])=[N:9]2)=[CH:4][CH:3]=1. The yield is 0.780.